This data is from hERG Central: cardiac toxicity at 1µM, 10µM, and general inhibition. The task is: Predict hERG channel inhibition at various concentrations. (1) The drug is O=S(=O)(c1cc(Cl)ccc1Cl)N1CCN(Cc2ccco2)CC1. Results: hERG_inhib (hERG inhibition (general)): blocker. (2) The compound is CCC(=O)N1CCN(c2ccccc2NC(=O)c2ccc([N+](=O)[O-])o2)CC1. Results: hERG_inhib (hERG inhibition (general)): blocker. (3) The drug is CN(C)S(=O)(=O)N1CCN(CC(=O)Nc2ccc(F)cc2)CC1. Results: hERG_inhib (hERG inhibition (general)): blocker. (4) The drug is COc1ccc(Br)cc1C(=O)Nc1ccccc1N1CCN(C(=O)c2ccccc2)CC1. Results: hERG_inhib (hERG inhibition (general)): blocker. (5) Results: hERG_inhib (hERG inhibition (general)): blocker. The drug is O=C(NC1CCN(Cc2ccc(Cl)cc2Cl)CC1)c1ccccc1. (6) The molecule is CC1CCc2nc(NC(=O)CN3CCN(Cc4ccc5c(c4)OCO5)CC3)sc2C1. Results: hERG_inhib (hERG inhibition (general)): blocker.